Task: Predict the product of the given reaction.. Dataset: Forward reaction prediction with 1.9M reactions from USPTO patents (1976-2016) (1) Given the reactants Br[C:2]1[CH:3]=[C:4]([C:8]([NH:10][C:11]2[CH:25]=[CH:24][C:14]3[CH2:15][CH2:16][N:17]([CH:20]4[CH2:23][CH2:22][CH2:21]4)[CH2:18][CH2:19][C:13]=3[CH:12]=2)=[O:9])[CH:5]=[N:6][CH:7]=1.[NH:26]1[CH:30]=[CH:29][N:28]=[CH:27]1.C(=O)([O-])[O-].[K+].[K+], predict the reaction product. The product is: [CH:20]1([N:17]2[CH2:16][CH2:15][C:14]3[CH:24]=[CH:25][C:11]([NH:10][C:8]([C:4]4[CH:5]=[N:6][CH:7]=[C:2]([N:26]5[CH:30]=[CH:29][N:28]=[CH:27]5)[CH:3]=4)=[O:9])=[CH:12][C:13]=3[CH2:19][CH2:18]2)[CH2:23][CH2:22][CH2:21]1. (2) Given the reactants [C:1]1([C:7]2[C:8]3[CH:14]=[C:13]([C:15]([OH:17])=O)[S:12][C:9]=3[NH:10][N:11]=2)[CH:6]=[CH:5][CH:4]=[CH:3][CH:2]=1.[NH2:18][C:19]1[CH:24]=[CH:23][CH:22]=[CH:21][CH:20]=1.Cl, predict the reaction product. The product is: [C:19]1([NH:18][C:15]([C:13]2[S:12][C:9]3[NH:10][N:11]=[C:7]([C:1]4[CH:2]=[CH:3][CH:4]=[CH:5][CH:6]=4)[C:8]=3[CH:14]=2)=[O:17])[CH:24]=[CH:23][CH:22]=[CH:21][CH:20]=1. (3) Given the reactants Br[C:2]1[C:3]([NH2:8])=[N:4][CH:5]=[CH:6][CH:7]=1.O=[C:10]([CH2:14][CH3:15])[C:11]([OH:13])=[O:12].P([O-])([O-])([O-])=O.[K+].[K+].[K+].S([O-])([O-])(=O)=O.[Mg+2], predict the reaction product. The product is: [CH3:15][C:14]1[C:2]2[C:3](=[N:4][CH:5]=[CH:6][CH:7]=2)[NH:8][C:10]=1[C:11]([OH:13])=[O:12]. (4) Given the reactants C(O[C:6]([N:8]([C:41](OC(C)(C)C)=O)[C:9](=[O:40])[C:10]1[CH:15]=[C:14]([N:16]2[CH2:20][CH2:19][CH2:18][S:17]2(=[O:22])=[O:21])[CH:13]=[CH:12][C:11]=1[C:23]([N:25]1[CH2:30][CH2:29][N:28]([C:31]2[C:36]([CH3:37])=[CH:35][C:34]([CH2:38][CH3:39])=[CH:33][N:32]=2)[CH2:27][CH2:26]1)=[O:24])=O)(C)(C)C, predict the reaction product. The product is: [O:22]=[S:17]1(=[O:21])[CH2:18][CH2:19][CH2:20][N:16]1[C:14]1[CH:13]=[CH:12][C:11]([C:23]([N:25]2[CH2:30][CH2:29][N:28]([C:31]3[C:36]([CH3:37])=[CH:35][C:34]([CH2:38][CH3:39])=[CH:33][N:32]=3)[CH2:27][CH2:26]2)=[O:24])=[C:10]([CH:15]=1)[C:9]([N:8]([CH3:41])[CH3:6])=[O:40]. (5) Given the reactants [F-].C([N+](CCCC)(CCCC)CCCC)CCC.[CH2:19]([O:26][C:27](=[O:45])[NH:28][CH:29]1[CH2:36][CH2:35][CH2:34][CH:33]([O:37][Si](C(C)(C)C)(C)C)[CH2:32][CH2:31][CH2:30]1)[C:20]1[CH:25]=[CH:24][CH:23]=[CH:22][CH:21]=1, predict the reaction product. The product is: [CH2:19]([O:26][C:27](=[O:45])[NH:28][CH:29]1[CH2:30][CH2:31][CH2:32][CH:33]([OH:37])[CH2:34][CH2:35][CH2:36]1)[C:20]1[CH:21]=[CH:22][CH:23]=[CH:24][CH:25]=1. (6) Given the reactants Cl[C:2]1[C:11]2[C:6](=[CH:7][CH:8]=[CH:9][CH:10]=2)[N:5]=[C:4]([C:12]2[CH:17]=[CH:16][CH:15]=[CH:14][C:13]=2[OH:18])[N:3]=1.C(N(C(C)C)CC)(C)C.[NH2:28][CH:29]1[CH2:35][CH2:34][CH2:33][CH2:32][N:31](C(OC(C)(C)C)=O)[CH2:30]1, predict the reaction product. The product is: [NH:31]1[CH2:32][CH2:33][CH2:34][CH2:35][CH:29]([NH:28][C:2]2[C:11]3[C:6](=[CH:7][CH:8]=[CH:9][CH:10]=3)[N:5]=[C:4]([C:12]3[CH:17]=[CH:16][CH:15]=[CH:14][C:13]=3[OH:18])[N:3]=2)[CH2:30]1.